Dataset: Catalyst prediction with 721,799 reactions and 888 catalyst types from USPTO. Task: Predict which catalyst facilitates the given reaction. (1) Reactant: [H-].[Na+].[CH3:3][O:4][C:5]([C:7]1[NH:11][C:10]([C:12]([O:14][CH2:15][CH3:16])=[O:13])=[CH:9][CH:8]=1)=[O:6].CC1C=C(C)C=C(C)C=1S([NH:29]O)(=O)=O. Product: [CH3:3][O:4][C:5]([C:7]1[N:11]([NH2:29])[C:10]([C:12]([O:14][CH2:15][CH3:16])=[O:13])=[CH:9][CH:8]=1)=[O:6]. The catalyst class is: 9. (2) Reactant: [C:1]([O:7][CH3:8])(=[O:6])[C:2]([O:4]C)=O.C[O-].[Na+].[CH3:12][C:13]1[CH:14]=[CH:15][C:16]([C:19](=[O:21])[CH3:20])=[N:17][CH:18]=1.O. Product: [CH3:12][C:13]1[CH:14]=[CH:15][C:16]([C:19](=[O:21])[CH2:20][C:2](=[O:4])[C:1]([O:7][CH3:8])=[O:6])=[N:17][CH:18]=1. The catalyst class is: 459. (3) Reactant: [Cl:1][C:2]1[CH:3]=[C:4]2[C:8](=[C:9]([NH:11][CH:12]3[CH2:16][CH2:15][CH2:14][CH2:13]3)[CH:10]=1)[NH:7][C:6]([C:17]1[S:18][CH2:19][C@@H:20]([CH2:22][CH2:23][N:24]3[CH2:29][CH2:28][N:27](C(OC(C)(C)C)=O)[CH2:26][CH2:25]3)[N:21]=1)=[CH:5]2.C(OC(=O)C)C.Cl. Product: [Cl:1][C:2]1[CH:3]=[C:4]2[C:8](=[C:9]([NH:11][CH:12]3[CH2:16][CH2:15][CH2:14][CH2:13]3)[CH:10]=1)[NH:7][C:6]([C:17]1[S:18][CH2:19][C@@H:20]([CH2:22][CH2:23][N:24]3[CH2:29][CH2:28][NH:27][CH2:26][CH2:25]3)[N:21]=1)=[CH:5]2. The catalyst class is: 4. (4) Reactant: CC1(C)CC(O)CC(C)(C)N1[O:11][C:12]12[CH2:19][CH2:18][C:15]([C:20]3[CH:25]=[CH:24][CH:23]=[C:22]([O:26][C:27]4[CH:32]=[CH:31][CH:30]=[CH:29][CH:28]=4)[CH:21]=3)([CH2:16][CH2:17]1)[O:14][CH2:13]2.CC(O)=O.O. Product: [O:26]([C:22]1[CH:21]=[C:20]([C:15]23[CH2:18][CH2:19][C:12]([OH:11])([CH2:17][CH2:16]2)[CH2:13][O:14]3)[CH:25]=[CH:24][CH:23]=1)[C:27]1[CH:32]=[CH:31][CH:30]=[CH:29][CH:28]=1. The catalyst class is: 324. (5) Reactant: CS(C)=O.[H-].[Na+].[I-].[CH3:8][S+](C)C.[Cl:12][C:13]1[CH:14]=[C:15]([C:20](=[O:22])[CH3:21])[CH:16]=[CH:17][C:18]=1[F:19]. Product: [Cl:12][C:13]1[CH:14]=[C:15]([C:20]2([CH3:8])[CH2:21][O:22]2)[CH:16]=[CH:17][C:18]=1[F:19]. The catalyst class is: 1. (6) Reactant: [Cl:1][C:2]1[CH:7]=[CH:6][C:5]([CH2:8]O)=[C:4]([O:10][CH3:11])[CH:3]=1.CS([Cl:16])(=O)=O.Cl. Product: [Cl:1][C:2]1[CH:7]=[CH:6][C:5]([CH2:8][Cl:16])=[C:4]([O:10][CH3:11])[CH:3]=1. The catalyst class is: 2. (7) Reactant: Br[CH2:2][C:3]1[CH:8]=[CH:7][C:6]([C:9]2[CH:16]=[CH:15][CH:14]=[CH:13][C:10]=2[C:11]#[N:12])=[CH:5][CH:4]=1.C(=O)(O)[O-:18].[Na+].O. Product: [CH:2]([C:3]1[CH:8]=[CH:7][C:6]([C:9]2[CH:16]=[CH:15][CH:14]=[CH:13][C:10]=2[C:11]#[N:12])=[CH:5][CH:4]=1)=[O:18]. The catalyst class is: 16.